This data is from Catalyst prediction with 721,799 reactions and 888 catalyst types from USPTO. The task is: Predict which catalyst facilitates the given reaction. (1) Reactant: [CH2:1]([N:8]1[CH2:12][C@@H:11]([C:13](OCC)=[O:14])[C@H:10]([C:18](OCC)=[O:19])[CH2:9]1)[C:2]1[CH:7]=[CH:6][CH:5]=[CH:4][CH:3]=1.[H-].[Al+3].[Li+].[H-].[H-].[H-].O.O.O.O.O.O.O.O.O.O.S([O-])([O-])(=O)=O.[Na+].[Na+].C(Cl)(Cl)Cl. Product: [CH2:1]([N:8]1[CH2:12][C@@H:11]([CH2:13][OH:14])[C@H:10]([CH2:18][OH:19])[CH2:9]1)[C:2]1[CH:3]=[CH:4][CH:5]=[CH:6][CH:7]=1. The catalyst class is: 7. (2) Reactant: [CH2:1]([O:3][C:4]([C:6]1[NH:7][C:8]([CH3:11])=[CH:9][CH:10]=1)=[O:5])[CH3:2].[F:12][C:13]([F:25])([F:24])[C:14]1[CH:15]=[C:16]([CH2:20][C:21](Cl)=[O:22])[CH:17]=[CH:18][CH:19]=1. Product: [CH2:1]([O:3][C:4]([C:6]1[NH:7][C:8]([CH3:11])=[C:9]([C:21](=[O:22])[CH2:20][C:16]2[CH:17]=[CH:18][CH:19]=[C:14]([C:13]([F:24])([F:12])[F:25])[CH:15]=2)[CH:10]=1)=[O:5])[CH3:2]. The catalyst class is: 26. (3) Reactant: [Cl:1][C:2]1[CH:3]=[CH:4][C:5]2[N:9]=[C:8]([C:10]3[CH:11]=[CH:12][C:13]([N:16]4[CH2:21][CH2:20][CH:19]([CH2:22][O:23][C:24]5[CH:33]=[CH:32][C:27]([C:28]([O:30]C)=[O:29])=[CH:26][CH:25]=5)[CH2:18][CH2:17]4)=[N:14][CH:15]=3)[NH:7][C:6]=2[CH:34]=1.[OH-].[Li+].C1COCC1.CO. Product: [Cl:1][C:2]1[CH:3]=[CH:4][C:5]2[N:9]=[C:8]([C:10]3[CH:11]=[CH:12][C:13]([N:16]4[CH2:17][CH2:18][CH:19]([CH2:22][O:23][C:24]5[CH:25]=[CH:26][C:27]([C:28]([OH:30])=[O:29])=[CH:32][CH:33]=5)[CH2:20][CH2:21]4)=[N:14][CH:15]=3)[NH:7][C:6]=2[CH:34]=1. The catalyst class is: 6. (4) Reactant: [OH:1][C:2]1[N:3]=[C:4]2[CH:9]=[CH:8][C:7]([CH:10]3[CH2:15][CH2:14][N:13]([C:16]([O:18][C:19]([CH3:22])([CH3:21])[CH3:20])=[O:17])[CH2:12][CH2:11]3)=[N:6][N:5]2[C:23](=[O:25])[CH:24]=1.[H-].[Na+].C1(N([S:35]([C:38]([F:41])([F:40])[F:39])(=[O:37])=[O:36])[S:35]([C:38]([F:41])([F:40])[F:39])(=[O:37])=[O:36])C=CC=CC=1. Product: [O:25]=[C:23]1[N:5]2[N:6]=[C:7]([CH:10]3[CH2:11][CH2:12][N:13]([C:16]([O:18][C:19]([CH3:21])([CH3:22])[CH3:20])=[O:17])[CH2:14][CH2:15]3)[CH:8]=[CH:9][C:4]2=[N:3][C:2]([O:1][S:35]([C:38]([F:41])([F:40])[F:39])(=[O:37])=[O:36])=[CH:24]1. The catalyst class is: 3. (5) Reactant: [P:1]([O:35]C(C)(C)C)([O:30]C(C)(C)C)([O:3][CH2:4][C:5]1[CH:6]=[CH:7][C:8]2[C:14]3[C:15]([O:23][CH3:24])=[C:16]([O:21][CH3:22])[C:17]([O:19][CH3:20])=[CH:18][C:13]=3[CH2:12][CH2:11][C@H:10]([NH:25][C:26](=[O:28])[CH3:27])[C:9]=2[CH:29]=1)=[O:2].Cl. The catalyst class is: 12. Product: [P:1]([OH:30])([OH:35])([O:3][CH2:4][C:5]1[CH:6]=[CH:7][C:8]2[C:14]3[C:15]([O:23][CH3:24])=[C:16]([O:21][CH3:22])[C:17]([O:19][CH3:20])=[CH:18][C:13]=3[CH2:12][CH2:11][C@H:10]([NH:25][C:26](=[O:28])[CH3:27])[C:9]=2[CH:29]=1)=[O:2]. (6) Product: [CH3:1][S:2]([C:3]1[CH:10]=[CH:9][C:6]([C:7]#[N:8])=[CH:5][CH:4]=1)(=[O:19])=[O:22]. The catalyst class is: 4. Reactant: [CH3:1][S:2][C:3]1[CH:10]=[CH:9][C:6]([C:7]#[N:8])=[CH:5][CH:4]=1.ClC1C=CC=C(C(OO)=[O:19])C=1.[OH-:22].[Na+]. (7) Reactant: C[O:2][C:3](=[O:21])[C:4]1[CH:9]=[CH:8][CH:7]=[C:6]([N+:10]([O-:12])=[O:11])[C:5]=1[N:13](C)[C:14](=O)C(F)(F)F.[OH-].[Na+].Cl. Product: [CH3:14][NH:13][C:5]1[C:6]([N+:10]([O-:12])=[O:11])=[CH:7][CH:8]=[CH:9][C:4]=1[C:3]([OH:21])=[O:2]. The catalyst class is: 1. (8) Reactant: [Br:1][C:2]1[CH:8]=[CH:7][C:5]([NH2:6])=[CH:4][CH:3]=1.[Cl:9][C:10]1[CH:18]=[CH:17][C:13]([C:14](Cl)=[O:15])=[CH:12][C:11]=1[N+:19]([O-:21])=[O:20].C(N(CC)C(C)C)(C)C. Product: [Br:1][C:2]1[CH:8]=[CH:7][C:5]([NH:6][C:14](=[O:15])[C:13]2[CH:17]=[CH:18][C:10]([Cl:9])=[C:11]([N+:19]([O-:21])=[O:20])[CH:12]=2)=[CH:4][CH:3]=1. The catalyst class is: 2. (9) Reactant: [OH:1][CH:2]1[C:14]2[NH:13][C:12]3[C:7](=[CH:8][CH:9]=[C:10]([C:15]([F:18])([F:17])[F:16])[CH:11]=3)[C:6]=2[CH:5]=[CH:4][NH:3]1. Product: [OH:1][C:2]1[C:14]2[NH:13][C:12]3[C:7](=[CH:8][CH:9]=[C:10]([C:15]([F:18])([F:16])[F:17])[CH:11]=3)[C:6]=2[CH:5]=[CH:4][N:3]=1. The catalyst class is: 45. (10) Reactant: CS(C)=O.C(Cl)(=O)C(Cl)=O.[OH:11][CH2:12][C@@H:13]1[CH2:17][CH2:16][N:15]([C:18]([O:20][C:21]([CH3:24])([CH3:23])[CH3:22])=[O:19])[CH2:14]1.C(N(CC)CC)C. Product: [CH:12]([C@@H:13]1[CH2:17][CH2:16][N:15]([C:18]([O:20][C:21]([CH3:24])([CH3:23])[CH3:22])=[O:19])[CH2:14]1)=[O:11]. The catalyst class is: 46.